From a dataset of Forward reaction prediction with 1.9M reactions from USPTO patents (1976-2016). Predict the product of the given reaction. (1) Given the reactants [C:1]1([C:7]2[C:12]([C:13]3[CH:18]=[CH:17][N:16]=[CH:15][CH:14]=3)=[C:11]([C:19]3[CH:24]=[CH:23][CH:22]=[CH:21][CH:20]=3)[N:10]=[C:9]3[NH:25][N:26]=[CH:27][C:8]=23)[CH:6]=[CH:5][CH:4]=[CH:3][CH:2]=1.[OH-].[K+].I[CH3:31].O, predict the reaction product. The product is: [CH3:31][N:26]1[CH:27]=[C:8]2[C:9]([N:10]=[C:11]([C:19]3[CH:24]=[CH:23][CH:22]=[CH:21][CH:20]=3)[C:12]([C:13]3[CH:18]=[CH:17][N:16]=[CH:15][CH:14]=3)=[C:7]2[C:1]2[CH:6]=[CH:5][CH:4]=[CH:3][CH:2]=2)=[N:25]1.[CH3:31][N:25]1[C:9]2=[N:10][C:11]([C:19]3[CH:24]=[CH:23][CH:22]=[CH:21][CH:20]=3)=[C:12]([C:13]3[CH:18]=[CH:17][N:16]=[CH:15][CH:14]=3)[C:7]([C:1]3[CH:6]=[CH:5][CH:4]=[CH:3][CH:2]=3)=[C:8]2[CH:27]=[N:26]1. (2) Given the reactants [C:1]1([C:27]2[CH:32]=[CH:31][CH:30]=[CH:29][CH:28]=2)[CH:6]=[CH:5][C:4]([NH:7][C:8](=[O:26])[C:9]2[CH:14]=[CH:13][C:12]([OH:15])=[C:11]([NH:16][C:17](=[O:25])[CH2:18][N:19]3[CH2:24][CH2:23][O:22][CH2:21][CH2:20]3)[CH:10]=2)=[CH:3][CH:2]=1.I[CH2:34][CH3:35].C([O-])([O-])=O.[Cs+].[Cs+].O, predict the reaction product. The product is: [C:1]1([C:27]2[CH:28]=[CH:29][CH:30]=[CH:31][CH:32]=2)[CH:2]=[CH:3][C:4]([NH:7][C:8](=[O:26])[C:9]2[CH:14]=[CH:13][C:12]([O:15][CH2:34][CH3:35])=[C:11]([NH:16][C:17](=[O:25])[CH2:18][N:19]3[CH2:20][CH2:21][O:22][CH2:23][CH2:24]3)[CH:10]=2)=[CH:5][CH:6]=1. (3) Given the reactants [F:1][C:2]1[CH:7]=[CH:6][C:5]([S:8]([C@@:11]2([C:29]3[CH:34]=[CH:33][C:32]([C:35]([F:44])([C:40]([F:43])([F:42])[F:41])[C:36]([F:39])([F:38])[F:37])=[CH:31][CH:30]=3)[CH2:15][CH2:14][N:13]([C:16]([C:18]3([C:26](O)=[O:27])[CH2:23][CH2:22][S:21](=[O:25])(=[O:24])[CH2:20][CH2:19]3)=[O:17])[CH2:12]2)(=[O:10])=[O:9])=[CH:4][CH:3]=1.C[CH2:46][N:47](C(C)C)C(C)C.F[P-](F)(F)(F)(F)F.N1(O[P+](N(C)C)(N(C)C)N(C)C)C2C=CC=CC=2N=N1.CN, predict the reaction product. The product is: [F:1][C:2]1[CH:3]=[CH:4][C:5]([S:8]([C@@:11]2([C:29]3[CH:30]=[CH:31][C:32]([C:35]([F:44])([C:40]([F:41])([F:42])[F:43])[C:36]([F:37])([F:39])[F:38])=[CH:33][CH:34]=3)[CH2:15][CH2:14][N:13]([C:16]([C:18]3([C:26]([NH:47][CH3:46])=[O:27])[CH2:23][CH2:22][S:21](=[O:25])(=[O:24])[CH2:20][CH2:19]3)=[O:17])[CH2:12]2)(=[O:9])=[O:10])=[CH:6][CH:7]=1.